The task is: Predict which catalyst facilitates the given reaction.. This data is from Catalyst prediction with 721,799 reactions and 888 catalyst types from USPTO. (1) Reactant: Br[CH2:2][CH2:3][C:4]1[CH:9]=[CH:8][C:7]([F:10])=[CH:6][CH:5]=1.C([Li])(C)(C)C.[C:16]([O:20][C:21]([N:23]1[CH2:28][CH2:27][CH:26]([C:29](=[O:34])N(OC)C)[CH2:25][CH2:24]1)=[O:22])([CH3:19])([CH3:18])[CH3:17]. Product: [CH2:3]([C:4]1[CH:9]=[CH:8][C:7]([F:10])=[CH:6][C:5]=1[C:29]([CH:26]1[CH2:27][CH2:28][N:23]([C:21]([O:20][C:16]([CH3:19])([CH3:18])[CH3:17])=[O:22])[CH2:24][CH2:25]1)=[O:34])[CH3:2]. The catalyst class is: 1. (2) Reactant: [H-].[Na+].[Cl:3][C:4]1[CH:5]=[C:6]([C:14]2[O:18][N:17]=[C:16]([C:19]3[CH:20]=[CH:21][CH:22]=[C:23]4[C:27]=3[NH:26][CH:25]=[C:24]4[CH2:28][CH2:29][C:30]([O:32][C:33]([CH3:36])([CH3:35])[CH3:34])=[O:31])[N:15]=2)[CH:7]=[CH:8][C:9]=1[O:10][CH:11]([CH3:13])[CH3:12].IC.[CH3:39]COC(C)=O. Product: [Cl:3][C:4]1[CH:5]=[C:6]([C:14]2[O:18][N:17]=[C:16]([C:19]3[CH:20]=[CH:21][CH:22]=[C:23]4[C:27]=3[N:26]([CH3:39])[CH:25]=[C:24]4[CH2:28][CH2:29][C:30]([O:32][C:33]([CH3:34])([CH3:36])[CH3:35])=[O:31])[N:15]=2)[CH:7]=[CH:8][C:9]=1[O:10][CH:11]([CH3:12])[CH3:13]. The catalyst class is: 3. (3) Reactant: [Cl:1][C:2]1[S:18][C:5]2[NH:6][C:7](=[O:17])[C:8]([C:11]3[CH:16]=[CH:15][CH:14]=[CH:13][CH:12]=3)=[C:9]([OH:10])[C:4]=2[C:3]=1[C:19]1[C:20]([OH:29])=[C:21]2[C:26](=[CH:27][CH:28]=1)[CH2:25][CH2:24][CH2:23][CH2:22]2.C[O-].[Na+:32].O. Product: [Cl:1][C:2]1[S:18][C:5]2[NH:6][C:7](=[O:17])[C:8]([C:11]3[CH:16]=[CH:15][CH:14]=[CH:13][CH:12]=3)=[C:9]([O-:10])[C:4]=2[C:3]=1[C:19]1[C:20]([OH:29])=[C:21]2[C:26](=[CH:27][CH:28]=1)[CH2:25][CH2:24][CH2:23][CH2:22]2.[Na+:32]. The catalyst class is: 111. (4) Product: [OH:38][CH:39]([CH2:41][CH2:42][CH2:43][CH2:44][CH:45]([OH:46])[CH2:47][N:4]([C:5]1[C:19]([I:20])=[C:9]([C:10]([N:12]([CH2:13][CH2:14][OH:15])[CH2:16][CH2:17][OH:18])=[O:11])[C:8]([I:21])=[C:7]([C:6]=1[I:31])[C:22]([N:24]([CH2:25][CH2:26][OH:27])[CH2:28][CH2:29][OH:30])=[O:23])[C:1](=[O:32])[CH3:2])[CH2:40][N:4]([C:5]1[C:19]([I:20])=[C:9]([C:10]([N:12]([CH2:13][CH2:14][OH:15])[CH2:16][CH2:17][OH:18])=[O:11])[C:8]([I:21])=[C:7]([C:6]=1[I:31])[C:22]([N:24]([CH2:25][CH2:26][OH:27])[CH2:28][CH2:29][OH:30])=[O:23])[C:1](=[O:3])[CH3:2]. Reactant: [C:1]([NH:4][C:5]1[C:6]([I:31])=[C:7]([C:22]([N:24]([CH2:28][CH2:29][OH:30])[CH2:25][CH2:26][OH:27])=[O:23])[C:8]([I:21])=[C:9]([C:19]=1[I:20])[C:10]([N:12]([CH2:16][CH2:17][OH:18])[CH2:13][CH2:14][OH:15])=[O:11])(=[O:3])[CH3:2].[OH-:32].[K+].B(O)(O)O.[O:38]1[CH2:40][CH:39]1[CH2:41][CH2:42][CH2:43][CH2:44][CH:45]1[CH2:47][O:46]1. The catalyst class is: 24. (5) Reactant: [C:1]([N:4]1[C:13]2[C:12]3=[N:14][C:15]([CH3:17])=[CH:16][N:11]3[CH:10]=[CH:9][C:8]=2[C:7](=[O:18])[C@H:6]([O:19][C:20](=[O:25])[C:21]([CH3:24])([CH3:23])[CH3:22])[C@H:5]1[C:26]1[CH:31]=[CH:30][CH:29]=[CH:28][CH:27]=1)(=[O:3])[CH3:2].C([BH3-])#N.[Na+].CN(C1C=CC(N=NC2C=CC(S([O-])(=O)=O)=CC=2)=CC=1)C.[Na+].Cl. Product: [C:1]([N:4]1[C:13]2[C:12]3=[N:14][C:15]([CH3:17])=[CH:16][N:11]3[CH:10]=[CH:9][C:8]=2[C@@H:7]([OH:18])[C@H:6]([O:19][C:20](=[O:25])[C:21]([CH3:24])([CH3:23])[CH3:22])[C@H:5]1[C:26]1[CH:27]=[CH:28][CH:29]=[CH:30][CH:31]=1)(=[O:3])[CH3:2]. The catalyst class is: 41. (6) Reactant: C(OC([NH:11][CH:12]([CH2:23][CH2:24][P:25]([O:38][CH3:39])([O:27][C:28]1[CH:33]=[CH:32][C:31]([C:34]([F:37])([F:36])[F:35])=[CH:30][CH:29]=1)=[O:26])[C:13]([O:15]CC1C=CC=CC=1)=[O:14])=O)C1C=CC=CC=1.C1(OC)C=CC=CC=1.[Cl-].[Cl-].[Cl-].[Al+3].O. Product: [NH2:11][CH:12]([CH2:23][CH2:24][P:25]([O:38][CH3:39])([O:27][C:28]1[CH:33]=[CH:32][C:31]([C:34]([F:35])([F:36])[F:37])=[CH:30][CH:29]=1)=[O:26])[C:13]([OH:15])=[O:14]. The catalyst class is: 463. (7) Reactant: [F:1][C:2]([F:6])([F:5])[CH2:3][OH:4].[H-].[Na+].[Br:9][C:10]1[C:11](Cl)=[N:12][CH:13]=[C:14]([CH:38]=1)[C:15]([NH:17][CH2:18][CH2:19][NH:20][C:21]([C:23]1[C:24]([C:34]([F:37])([F:36])[F:35])=[N:25][N:26]([C:28]2[CH:33]=[CH:32][CH:31]=[CH:30][CH:29]=2)[CH:27]=1)=[O:22])=[O:16]. Product: [Br:9][C:10]1[C:11]([O:4][CH2:3][C:2]([F:6])([F:5])[F:1])=[N:12][CH:13]=[C:14]([CH:38]=1)[C:15]([NH:17][CH2:18][CH2:19][NH:20][C:21]([C:23]1[C:24]([C:34]([F:37])([F:35])[F:36])=[N:25][N:26]([C:28]2[CH:33]=[CH:32][CH:31]=[CH:30][CH:29]=2)[CH:27]=1)=[O:22])=[O:16]. The catalyst class is: 1.